From a dataset of Reaction yield outcomes from USPTO patents with 853,638 reactions. Predict the reaction yield, written as a fraction of the theoretical maximum amount of product (1.0 means a 100% yield; for example, 0.34 means a 34% yield). The reactants are Cl[C:2]1[CH:7]=[C:6]([Cl:8])[CH:5]=[C:4]([C:9]2[CH:14]=[C:13]([Cl:15])[CH:12]=[CH:11][C:10]=2[O:16][CH3:17])[N:3]=1.[CH3:18][C:19]1[CH:20]=[CH:21][C:22]([NH2:25])=[CH:23][CH:24]=1.CC(C)([O-])C.[Na+].C1(P(C2C=CC=CC=2)C2C=CC3C(=CC=CC=3)C=2C2C3C(=CC=CC=3)C=CC=2P(C2C=CC=CC=2)C2C=CC=CC=2)C=CC=CC=1. The catalyst is C([O-])(=O)C.[Pd+2].C([O-])(=O)C.O1CCCC1. The product is [Cl:8][C:6]1[CH:5]=[C:4]([C:9]2[CH:14]=[C:13]([Cl:15])[CH:12]=[CH:11][C:10]=2[O:16][CH3:17])[N:3]=[C:2]([NH:25][C:22]2[CH:23]=[CH:24][C:19]([CH3:18])=[CH:20][CH:21]=2)[CH:7]=1. The yield is 0.210.